Dataset: Full USPTO retrosynthesis dataset with 1.9M reactions from patents (1976-2016). Task: Predict the reactants needed to synthesize the given product. (1) Given the product [F:28][C:12]([F:11])([F:27])[C:13]1[CH:26]=[CH:25][CH:24]=[CH:23][C:14]=1[C:15]([N:17]1[CH2:18][CH2:19][N:20]([C:2]2[S:3][C:4]([C:7]([O:9][CH3:10])=[O:8])=[CH:5][N:6]=2)[CH2:21][CH2:22]1)=[O:16], predict the reactants needed to synthesize it. The reactants are: Br[C:2]1[S:3][C:4]([C:7]([O:9][CH3:10])=[O:8])=[CH:5][N:6]=1.[F:11][C:12]([F:28])([F:27])[C:13]1[CH:26]=[CH:25][CH:24]=[CH:23][C:14]=1[C:15]([N:17]1[CH2:22][CH2:21][NH:20][CH2:19][CH2:18]1)=[O:16].C1CCN2C(=NCCC2)CC1. (2) Given the product [Br:21][C:16]1[CH:17]=[C:18]([CH2:19][O:20][Si:4]([CH:8]([CH3:10])[CH3:9])([CH:5]([CH3:7])[CH3:6])[CH:1]([CH3:3])[CH3:2])[C:13]([NH2:12])=[N:14][CH:15]=1, predict the reactants needed to synthesize it. The reactants are: [CH:1]([Si:4](Cl)([CH:8]([CH3:10])[CH3:9])[CH:5]([CH3:7])[CH3:6])([CH3:3])[CH3:2].[NH2:12][C:13]1[C:18]([CH2:19][OH:20])=[CH:17][C:16]([Br:21])=[CH:15][N:14]=1.N1C=CN=C1. (3) Given the product [C:7]1([C@@H:2]2[CH2:3][O:4][CH2:5][C@H:6]2[OH:1])[CH:12]=[CH:11][CH:10]=[CH:9][CH:8]=1, predict the reactants needed to synthesize it. The reactants are: [O:1]1[CH:6]2[CH:2]1[CH2:3][O:4][CH2:5]2.[C:7]1([Mg]Br)[CH:12]=[CH:11][CH:10]=[CH:9][CH:8]=1. (4) The reactants are: CCOP(ON1N=NC2C=CC=CC=2C1=O)(OCC)=O.CCN(C(C)C)C(C)C.[CH3:30][O:31][C:32](=[O:46])[CH2:33][CH2:34][CH2:35][CH2:36][CH2:37][C@H:38]([O:42][CH2:43][CH:44]=[CH2:45])[C:39]([OH:41])=O.[Cl-].[CH2:48]([C:51]1[N:52]([S:70]([C:73]2[CH:78]=[CH:77][C:76]([CH3:79])=[CH:75][CH:74]=2)(=[O:72])=[O:71])[C:53]2[C:58]([C:59]=1[C:60]([NH:62][C:63]1[CH:68]=[CH:67][CH:66]=[CH:65][C:64]=1[NH3+:69])=[O:61])=[CH:57][CH:56]=[CH:55][CH:54]=2)[CH:49]=[CH2:50]. Given the product [CH3:30][O:31][C:32](=[O:46])[CH2:33][CH2:34][CH2:35][CH2:36][CH2:37][C@H:38]([O:42][CH2:43][CH:44]=[CH2:45])[C:39](=[O:41])[NH:69][C:64]1[CH:65]=[CH:66][CH:67]=[CH:68][C:63]=1[NH:62][C:60]([C:59]1[C:58]2[C:53](=[CH:54][CH:55]=[CH:56][CH:57]=2)[N:52]([S:70]([C:73]2[CH:78]=[CH:77][C:76]([CH3:79])=[CH:75][CH:74]=2)(=[O:72])=[O:71])[C:51]=1[CH2:48][CH:49]=[CH2:50])=[O:61], predict the reactants needed to synthesize it.